From a dataset of Reaction yield outcomes from USPTO patents with 853,638 reactions. Predict the reaction yield, written as a fraction of the theoretical maximum amount of product (1.0 means a 100% yield; for example, 0.34 means a 34% yield). (1) The yield is 0.740. The reactants are [F:1][C:2]1[CH:3]=[C:4]([CH:6]=[C:7]([F:10])[C:8]=1[F:9])[NH2:5].[Cl:11][S:12]([C:15]1[CH:16]=[CH:17][C:18]([F:24])=[C:19]([CH:23]=1)[C:20](Cl)=[O:21])(=[O:14])=[O:13]. The catalyst is C1(C)C=CC=CC=1. The product is [F:1][C:2]1[CH:3]=[C:4]([NH:5][C:20]([C:19]2[CH:23]=[C:15]([S:12]([Cl:11])(=[O:14])=[O:13])[CH:16]=[CH:17][C:18]=2[F:24])=[O:21])[CH:6]=[C:7]([F:10])[C:8]=1[F:9]. (2) The reactants are [NH2:1][NH2:2].[Cl:3][C:4]1[CH:9]=[CH:8][CH:7]=[CH:6][C:5]=1[NH:10][C:11]([C:13]1[S:26][C:16]2[C:17]3[CH:25]=[N:24][CH:23]=[CH:22][C:18]=3[O:19][CH2:20][CH2:21][C:15]=2[CH:14]=1)=S. The catalyst is CO. The product is [Cl:3][C:4]1[CH:9]=[CH:8][CH:7]=[CH:6][C:5]=1[NH:10][C:11]([C:13]1[S:26][C:16]2[C:17]3[CH:25]=[N:24][CH:23]=[CH:22][C:18]=3[O:19][CH2:20][CH2:21][C:15]=2[CH:14]=1)=[N:1][NH2:2]. The yield is 0.900. (3) The reactants are C[N:2]([C:4]1[C:9]([C:10]2[C:15](P(C3CCCCC3)C3CCCCC3)=[CH:14]C=CC=2)=CC=C[CH:5]=1)C.CC(C)([O-])C.[Na+].BrC1C=CC=C(C)N=1.[NH2:43][C@H:44]1[C:53]2[C:48](=[CH:49][CH:50]=[C:51]([N:54]3[CH2:59][CH2:58][O:57][CH2:56][CH2:55]3)[CH:52]=2)[N:47]([C:60](=[O:62])[CH3:61])[C@@H:46]([CH:63]2[CH2:65][CH2:64]2)[C@@H:45]1[CH3:66]. The catalyst is O1CCOCC1.C1C=CC(/C=C/C(/C=C/C2C=CC=CC=2)=O)=CC=1.C1C=CC(/C=C/C(/C=C/C2C=CC=CC=2)=O)=CC=1.C1C=CC(/C=C/C(/C=C/C2C=CC=CC=2)=O)=CC=1.[Pd].[Pd].ClCCl. The product is [CH:63]1([C@H:46]2[C@H:45]([CH3:66])[C@@H:44]([NH:43][C:14]3[CH:15]=[CH:10][CH:9]=[C:4]([CH3:5])[N:2]=3)[C:53]3[C:48](=[CH:49][CH:50]=[C:51]([N:54]4[CH2:55][CH2:56][O:57][CH2:58][CH2:59]4)[CH:52]=3)[N:47]2[C:60](=[O:62])[CH3:61])[CH2:65][CH2:64]1. The yield is 0.192. (4) The catalyst is C(#N)C. The product is [C:1]1([C:7]2[C:11]([C:12]([F:15])([F:14])[F:13])=[C:10]([C:16]3[O:17][N:22]=[C:21]([C:23]4[CH:24]=[CH:25][C:26]([CH2:27][N:28]5[CH2:29][CH:30]([C:32]([O:34][C:35]([CH3:36])([CH3:38])[CH3:37])=[O:33])[CH2:31]5)=[CH:39][CH:40]=4)[N:20]=3)[O:9][N:8]=2)[CH:6]=[CH:5][CH:4]=[CH:3][CH:2]=1. The reactants are [C:1]1([C:7]2[C:11]([C:12]([F:15])([F:14])[F:13])=[C:10]([C:16](F)=[O:17])[O:9][N:8]=2)[CH:6]=[CH:5][CH:4]=[CH:3][CH:2]=1.O/[N:20]=[C:21](/[C:23]1[CH:40]=[CH:39][C:26]([CH2:27][N:28]2[CH2:31][CH:30]([C:32]([O:34][C:35]([CH3:38])([CH3:37])[CH3:36])=[O:33])[CH2:29]2)=[CH:25][CH:24]=1)\[NH2:22].CCN(C(C)C)C(C)C. The yield is 0.780. (5) The reactants are Br[C:2]1[CH:3]=[C:4]([CH2:16][C@H:17]([NH:37][C:38]([N:40]2[CH2:45][CH2:44][O:43][CH2:42][CH2:41]2)=[O:39])[C:18]([NH:20][CH2:21][CH2:22][CH2:23][CH2:24][O:25][C:26]2[CH:35]=[CH:34][CH:33]=[C:32]([OH:36])[C:27]=2[C:28]([O:30][CH3:31])=[O:29])=[O:19])[CH:5]=[CH:6][C:7]=1[CH:8]1[S:12](=[O:14])(=[O:13])[NH:11][C:10](=[O:15])[CH2:9]1.[CH3:46][N:47](C=O)C. The catalyst is [C-]#N.[Zn+2].[C-]#N.C1C=CC([P]([Pd]([P](C2C=CC=CC=2)(C2C=CC=CC=2)C2C=CC=CC=2)([P](C2C=CC=CC=2)(C2C=CC=CC=2)C2C=CC=CC=2)[P](C2C=CC=CC=2)(C2C=CC=CC=2)C2C=CC=CC=2)(C2C=CC=CC=2)C2C=CC=CC=2)=CC=1. The product is [C:46]([C:2]1[CH:3]=[C:4]([CH2:16][C@H:17]([NH:37][C:38]([N:40]2[CH2:45][CH2:44][O:43][CH2:42][CH2:41]2)=[O:39])[C:18]([NH:20][CH2:21][CH2:22][CH2:23][CH2:24][O:25][C:26]2[CH:35]=[CH:34][CH:33]=[C:32]([OH:36])[C:27]=2[C:28]([O:30][CH3:31])=[O:29])=[O:19])[CH:5]=[CH:6][C:7]=1[CH:8]1[S:12](=[O:13])(=[O:14])[NH:11][C:10](=[O:15])[CH2:9]1)#[N:47]. The yield is 0.500. (6) The reactants are Cl[CH2:2][N:3]1[CH2:7][CH:6]([CH:8]=[C:9]([F:11])[F:10])[CH2:5][C:4]1=[O:12].[Al+3].[Cl-].[Cl-].[Cl-].[Cl:17][C:18]1[CH:23]=[CH:22][N:21]2[N:24]=[C:25]([CH:27]3[CH2:29][CH2:28]3)[CH:26]=[C:20]2[N:19]=1. The catalyst is O1CCOCC1. The product is [Cl:17][C:18]1[CH:23]=[CH:22][N:21]2[N:24]=[C:25]([CH:27]3[CH2:29][CH2:28]3)[C:26]([CH2:2][N:3]3[CH2:7][CH:6]([CH:8]=[C:9]([F:11])[F:10])[CH2:5][C:4]3=[O:12])=[C:20]2[N:19]=1. The yield is 0.690.